The task is: Predict the reaction yield, written as a fraction of the theoretical maximum amount of product (1.0 means a 100% yield; for example, 0.34 means a 34% yield).. This data is from Reaction yield outcomes from USPTO patents with 853,638 reactions. The reactants are [C:1]1([CH:7]2[O:24][C:11]3([CH2:16][CH2:15][N:14](C(OC(C)(C)C)=O)[CH2:13][CH2:12]3)[CH2:10][N:9]([CH2:25][C:26]([F:29])([F:28])[F:27])[CH2:8]2)[CH:6]=[CH:5][CH:4]=[CH:3][CH:2]=1.FC(F)(F)C(O)=O. The catalyst is ClCCl. The product is [C:1]1([CH:7]2[O:24][C:11]3([CH2:16][CH2:15][NH:14][CH2:13][CH2:12]3)[CH2:10][N:9]([CH2:25][C:26]([F:28])([F:29])[F:27])[CH2:8]2)[CH:2]=[CH:3][CH:4]=[CH:5][CH:6]=1. The yield is 0.990.